From a dataset of Full USPTO retrosynthesis dataset with 1.9M reactions from patents (1976-2016). Predict the reactants needed to synthesize the given product. (1) Given the product [CH2:2]([O:3][C:4]([C@:6]1([CH3:7])[CH2:35][C@H:33]1[C:27]1[CH:32]=[CH:31][CH:30]=[CH:29][CH:28]=1)=[O:5])[CH3:1], predict the reactants needed to synthesize it. The reactants are: [CH3:1][CH2:2][O:3][C:4]([CH:6](P(OCC)(OCC)=O)[CH3:7])=[O:5].C([Li])CCC.CCCCCC.[C:27]1([C@H:33]2[CH2:35]O2)[CH:32]=[CH:31][CH:30]=[CH:29][CH:28]=1.[NH4+].[Cl-]. (2) Given the product [C:1]([OH:5])(=[O:4])[CH:2]=[CH2:3].[C:6]([O:10][CH3:11])(=[O:9])[CH:7]=[CH2:8], predict the reactants needed to synthesize it. The reactants are: [C:1]([OH:5])(=[O:4])[CH:2]=[CH2:3].[C:6]([O:10][CH3:11])(=[O:9])[CH:7]=[CH2:8].C(OC(C)COC)(=O)C.CC(N=NC(C#N)(C)C)(C#N)C. (3) Given the product [CH3:19][C:20]1[CH:25]=[CH:24][C:23]([C:2]2[CH:3]=[C:4]([N:8]3[CH2:16][CH:15]4[CH2:17][N:11]5[CH2:12][CH:13]([CH2:18][CH:9]3[CH2:10]5)[CH2:14]4)[CH:5]=[N:6][CH:7]=2)=[CH:22][CH:21]=1, predict the reactants needed to synthesize it. The reactants are: Br[C:2]1[CH:3]=[C:4]([N:8]2[CH2:16][CH:15]3[CH2:17][N:11]4[CH2:12][CH:13]([CH2:18][CH:9]2[CH2:10]4)[CH2:14]3)[CH:5]=[N:6][CH:7]=1.[CH3:19][C:20]1[CH:25]=[CH:24][C:23](B(O)O)=[CH:22][CH:21]=1.